From a dataset of Catalyst prediction with 721,799 reactions and 888 catalyst types from USPTO. Predict which catalyst facilitates the given reaction. (1) Reactant: [F:1][C:2]1[CH:9]=[CH:8][CH:7]=[C:6](I)[C:3]=1[C:4]#[N:5].[Cl:11][C:12]1[CH:13]=[C:14](B(O)O)[CH:15]=[CH:16][CH:17]=1.C(=O)([O-])[O-].[Na+].[Na+].COCCOC. Product: [Cl:11][C:12]1[CH:17]=[C:16]([C:6]2[C:3]([C:4]#[N:5])=[C:2]([F:1])[CH:9]=[CH:8][CH:7]=2)[CH:15]=[CH:14][CH:13]=1. The catalyst class is: 103. (2) Reactant: [Cl:1][C:2]1[C:3]([F:34])=[C:4]([CH:31]=[CH:32][CH:33]=1)[CH2:5][NH:6][C:7]([C@@H:9]1[CH2:13][C@@H:12]([F:14])[CH2:11][N:10]1[C:15](=[O:30])[CH2:16][N:17]1[C:25]2[C:20](=[CH:21][CH:22]=[C:23]([OH:26])[CH:24]=2)[C:19]([C:27]([NH2:29])=[O:28])=[CH:18]1)=[O:8].C([O-])([O-])=O.[Cs+].[Cs+].Br[CH2:42][C:43]([O:45][CH3:46])=[O:44]. Product: [CH3:46][O:45][C:43](=[O:44])[CH2:42][O:26][C:23]1[CH:24]=[C:25]2[C:20]([C:19]([C:27](=[O:28])[NH2:29])=[CH:18][N:17]2[CH2:16][C:15]([N:10]2[CH2:11][C@H:12]([F:14])[CH2:13][C@H:9]2[C:7](=[O:8])[NH:6][CH2:5][C:4]2[CH:31]=[CH:32][CH:33]=[C:2]([Cl:1])[C:3]=2[F:34])=[O:30])=[CH:21][CH:22]=1. The catalyst class is: 16. (3) Reactant: C(NC(C)C)(C)C.C([Li])CCC.[CH3:13][C:14]([CH3:16])=[O:15].[CH2:17]([O:19][C:20](=[O:31])[C:21](=[O:30])[CH2:22][CH2:23][C:24]1[CH:29]=[CH:28][CH:27]=[CH:26][CH:25]=1)[CH3:18].[Cl-].[NH4+]. Product: [CH2:17]([O:19][C:20](=[O:31])[C:21]([OH:30])([CH2:22][CH2:23][C:24]1[CH:29]=[CH:28][CH:27]=[CH:26][CH:25]=1)[CH2:13][C:14](=[O:15])[CH3:16])[CH3:18]. The catalyst class is: 7. (4) Reactant: C(OO)(C)(C)C.O.O.OCS([O-])=O.[Na+].[C:15]([NH2:19])(=[O:18])[CH:16]=[CH2:17].[CH:20]([S:28]([O-:31])(=[O:30])=[O:29])=[CH:21][C:22]1[CH:27]=[CH:26][CH:25]=[CH:24][CH:23]=1.[K+:32]. Product: [C:15]([NH2:19])(=[O:18])[CH:16]=[CH2:17].[CH:20]([S:28]([O-:31])(=[O:29])=[O:30])=[CH:21][C:22]1[CH:27]=[CH:26][CH:25]=[CH:24][CH:23]=1.[K+:32]. The catalyst class is: 6.